From a dataset of Catalyst prediction with 721,799 reactions and 888 catalyst types from USPTO. Predict which catalyst facilitates the given reaction. (1) Reactant: [Cl:1][C:2]1[C:7]([CH2:8][CH:9](OCC)[O:10]CC)=[C:6]([C:16]2[CH:21]=[CH:20][CH:19]=[CH:18][CH:17]=2)[N:5]=[CH:4][N:3]=1. Product: [Cl:1][C:2]1[C:7]([CH2:8][CH:9]=[O:10])=[C:6]([C:16]2[CH:21]=[CH:20][CH:19]=[CH:18][CH:17]=2)[N:5]=[CH:4][N:3]=1. The catalyst class is: 295. (2) Reactant: [C:1]([NH:4][C:5]1[CH:10]=[C:9]([CH2:11][O:12][C:13]2[CH:21]=[CH:20][CH:19]=[CH:18][C:14]=2[C:15]([OH:17])=O)[CH:8]=[CH:7][N:6]=1)(=[O:3])[CH3:2].[C:22]1([NH:28][C:29](=[O:32])[NH:30][NH2:31])[CH:27]=[CH:26][CH:25]=[CH:24][CH:23]=1.C(N(C(C)C)CC)(C)C.CN(C(ON1N=NC2C=CC(=CC1=2)Cl)=[N+](C)C)C.F[P-](F)(F)(F)(F)F.[OH-].[Na+]. Product: [C:1]([NH:4][C:5]1[CH:10]=[C:9]([CH2:11][O:12][C:13]2[CH:21]=[CH:20][CH:19]=[CH:18][C:14]=2[C:15]([NH:31][NH:30][C:29]([NH:28][C:22]2[CH:23]=[CH:24][CH:25]=[CH:26][CH:27]=2)=[O:32])=[O:17])[CH:8]=[CH:7][N:6]=1)(=[O:3])[CH3:2]. The catalyst class is: 42. (3) Reactant: [OH:1][CH2:2][C:3]1([CH3:19])[NH:8][CH2:7][CH2:6][N:5]([C:9]([O:11][CH2:12][C:13]2[CH:18]=[CH:17][CH:16]=[CH:15][CH:14]=2)=[O:10])[CH2:4]1.[CH3:20][C@H:21]1[CH2:30][C:29]2[C:24](=[CH:25][CH:26]=[C:27]([CH:31]3[CH2:33][O:32]3)[CH:28]=2)[C:23](=[O:34])[O:22]1. Product: [OH:32][CH:31]([C:27]1[CH:28]=[C:29]2[C:24](=[CH:25][CH:26]=1)[C:23](=[O:34])[O:22][C@@H:21]([CH3:20])[CH2:30]2)[CH2:33][N:8]1[CH2:7][CH2:6][N:5]([C:9]([O:11][CH2:12][C:13]2[CH:18]=[CH:17][CH:16]=[CH:15][CH:14]=2)=[O:10])[CH2:4][C:3]1([CH2:2][OH:1])[CH3:19]. The catalyst class is: 14.